Dataset: Forward reaction prediction with 1.9M reactions from USPTO patents (1976-2016). Task: Predict the product of the given reaction. (1) Given the reactants [O:1]=[C:2]([C:6]1[CH:11]=[CH:10][C:9]([CH3:12])=[CH:8][CH:7]=1)[C:3]([OH:5])=O.C(N(CC)CC)C.CN(C(ON1N=NC2C=CC=NC1=2)=[N+](C)C)C.F[P-](F)(F)(F)(F)F.[NH2:44][C:45]1[CH:61]=[CH:60][C:48]([O:49][CH2:50][CH2:51][NH:52]C(=O)OC(C)(C)C)=[C:47]([C:62]2[N:66]([CH3:67])[N:65]=[CH:64][CH:63]=2)[CH:46]=1.Cl.CCOCC, predict the reaction product. The product is: [NH2:52][CH2:51][CH2:50][O:49][C:48]1[CH:60]=[CH:61][C:45]([NH:44][C:3](=[O:5])[C:2](=[O:1])[C:6]2[CH:11]=[CH:10][C:9]([CH3:12])=[CH:8][CH:7]=2)=[CH:46][C:47]=1[C:62]1[N:66]([CH3:67])[N:65]=[CH:64][CH:63]=1. (2) Given the reactants [S:1]1[CH:5]=[CH:4][CH:3]=[C:2]1B(O)O.C([O-])([O-])=O.[K+].[K+].[CH3:15][O:16][C:17](=[O:42])[C@H:18]([CH2:27][C:28]1[CH:33]=[CH:32][C:31](OS(C(F)(F)F)(=O)=O)=[CH:30][CH:29]=1)[NH:19][C:20]([O:22][C:23]([CH3:26])([CH3:25])[CH3:24])=[O:21], predict the reaction product. The product is: [CH3:15][O:16][C:17](=[O:42])[C@H:18]([CH2:27][C:28]1[CH:29]=[CH:30][C:31]([C:2]2[S:1][CH:5]=[CH:4][CH:3]=2)=[CH:32][CH:33]=1)[NH:19][C:20]([O:22][C:23]([CH3:26])([CH3:24])[CH3:25])=[O:21]. (3) The product is: [Cl:1][C:2]1[CH:3]=[C:4]([NH:9][C:10]2[C:19]3[C:14](=[CH:15][C:16]([O:32][CH2:33][CH3:34])=[C:17]([NH:20][C:21](=[O:31])/[CH:22]=[CH:58]/[C@@H:54]4[CH2:55][CH2:56][CH2:57][N:53]4[CH3:52])[CH:18]=3)[N:13]=[CH:12][N:11]=2)[CH:5]=[CH:6][C:7]=1[F:8]. Given the reactants [Cl:1][C:2]1[CH:3]=[C:4]([NH:9][C:10]2[C:19]3[C:14](=[CH:15][C:16]([O:32][CH2:33][CH3:34])=[C:17]([NH:20][C:21](=[O:31])[CH2:22]P(OCC)(OCC)=O)[CH:18]=3)[N:13]=[CH:12][N:11]=2)[CH:5]=[CH:6][C:7]=1[F:8].C[Si]([N-][Si](C)(C)C)(C)C.[Li+].C1(C)C=CC=CC=1.[CH3:52][N:53]1[CH2:57][CH2:56][CH2:55][C@H:54]1[CH:58]=O, predict the reaction product. (4) Given the reactants [F:1][C:2]1[CH:7]=[CH:6][CH:5]=[C:4](F)[C:3]=1[N+:9]([O-:11])=[O:10].[CH3:12][NH2:13], predict the reaction product. The product is: [F:1][C:2]1[C:3]([N+:9]([O-:11])=[O:10])=[C:4]([NH:13][CH3:12])[CH:5]=[CH:6][CH:7]=1.